From a dataset of Forward reaction prediction with 1.9M reactions from USPTO patents (1976-2016). Predict the product of the given reaction. (1) Given the reactants [CH:1]([C:4]1[CH:22]=[CH:21][C:7]([CH2:8][N:9]2[CH2:14][CH2:13][N:12]([CH2:15][C:16](OCC)=[O:17])[CH2:11][CH2:10]2)=[CH:6][CH:5]=1)([CH3:3])[CH3:2].[NH2:23][NH2:24], predict the reaction product. The product is: [CH:1]([C:4]1[CH:22]=[CH:21][C:7]([CH2:8][N:9]2[CH2:14][CH2:13][N:12]([CH2:15][C:16]([NH:23][NH2:24])=[O:17])[CH2:11][CH2:10]2)=[CH:6][CH:5]=1)([CH3:3])[CH3:2]. (2) Given the reactants [O:1]=[C:2]1[CH:7]([N:8]2[CH2:16][C:15]3[C:10](=[CH:11][CH:12]=[C:13]([CH2:17][NH:18][C:19](=[O:33])[C:20]([F:32])([F:31])[C:21]4[CH:26]=[CH:25][C:24]([C:27](O)([CH3:29])[CH3:28])=[CH:23][CH:22]=4)[CH:14]=3)[C:9]2=[O:34])[CH2:6][CH2:5][C:4](=[O:35])[NH:3]1.C(N(S(F)(F)[F:42])CC)C, predict the reaction product. The product is: [O:1]=[C:2]1[CH:7]([N:8]2[CH2:16][C:15]3[C:10](=[CH:11][CH:12]=[C:13]([CH2:17][NH:18][C:19](=[O:33])[C:20]([F:31])([F:32])[C:21]4[CH:22]=[CH:23][C:24]([C:27]([F:42])([CH3:28])[CH3:29])=[CH:25][CH:26]=4)[CH:14]=3)[C:9]2=[O:34])[CH2:6][CH2:5][C:4](=[O:35])[NH:3]1. (3) The product is: [F:22][C:23]1[CH:24]=[C:25]([C:29]2[CH:37]=[CH:36][CH:35]=[C:34]3[C:30]=2[C:31](=[CH:20][C:3]2[NH:4][C:5]4[CH2:10][CH2:9][N:8]([CH2:11][CH2:12][N:13]5[CH2:14][CH2:15][CH2:16][CH2:17][CH2:18]5)[C:7](=[O:19])[C:6]=4[C:2]=2[CH3:1])[C:32](=[O:38])[NH:33]3)[CH:26]=[CH:27][CH:28]=1. Given the reactants [CH3:1][C:2]1[C:6]2[C:7](=[O:19])[N:8]([CH2:11][CH2:12][N:13]3[CH2:18][CH2:17][CH2:16][CH2:15][CH2:14]3)[CH2:9][CH2:10][C:5]=2[NH:4][C:3]=1[CH:20]=O.[F:22][C:23]1[CH:24]=[C:25]([C:29]2[CH:37]=[CH:36][CH:35]=[C:34]3[C:30]=2[CH2:31][C:32](=[O:38])[NH:33]3)[CH:26]=[CH:27][CH:28]=1, predict the reaction product. (4) Given the reactants Br[CH2:2][CH:3]([C:5]1[CH:10]=[CH:9][C:8]([Cl:11])=[C:7]([Cl:12])[CH:6]=1)[OH:4].[CH:13]([NH2:16])([CH3:15])[CH3:14], predict the reaction product. The product is: [CH:13]([NH:16][CH2:2][CH:3]([C:5]1[CH:10]=[CH:9][C:8]([Cl:11])=[C:7]([Cl:12])[CH:6]=1)[OH:4])([CH3:15])[CH3:14]. (5) Given the reactants [Cl:1][C:2]1[CH:7]=[CH:6][C:5]([C:8]2(O)[CH2:13][CH2:12][N:11]([C:14]([O:16][C:17]([CH3:20])([CH3:19])[CH3:18])=[O:15])[CH2:10][CH2:9]2)=[CH:4][CH:3]=1.C(N(S(F)(F)[F:28])CC)C, predict the reaction product. The product is: [Cl:1][C:2]1[CH:7]=[CH:6][C:5]([C:8]2([F:28])[CH2:13][CH2:12][N:11]([C:14]([O:16][C:17]([CH3:20])([CH3:19])[CH3:18])=[O:15])[CH2:10][CH2:9]2)=[CH:4][CH:3]=1. (6) Given the reactants [F:1][C:2]([F:14])([F:13])[C:3]([C:5]1[CH:10]=[CH:9][C:8]([O:11]C)=[CH:7][CH:6]=1)=[O:4].BrB(Br)Br, predict the reaction product. The product is: [F:1][C:2]([F:13])([F:14])[C:3]([C:5]1[CH:10]=[CH:9][C:8]([OH:11])=[CH:7][CH:6]=1)=[O:4]. (7) Given the reactants [Br:1][C:2]1[CH:3]=[C:4]([CH:7]=[C:8]([CH3:10])[CH:9]=1)[C:5]#[N:6].[CH3:11][C:12]([O:15][C:16](O[C:16]([O:15][C:12]([CH3:14])([CH3:13])[CH3:11])=[O:17])=[O:17])([CH3:14])[CH3:13].[BH4-].[Na+], predict the reaction product. The product is: [Br:1][C:2]1[CH:3]=[C:4]([CH:7]=[C:8]([CH3:10])[CH:9]=1)[CH2:5][NH:6][C:16](=[O:17])[O:15][C:12]([CH3:14])([CH3:13])[CH3:11]. (8) Given the reactants [NH2:1][CH2:2][C@H:3]1[N:8]([C:9]([C:11]2[N:12]=[C:13]([CH3:23])[S:14][C:15]=2[C:16]2[CH:17]=[C:18]([CH3:22])[CH:19]=[CH:20][CH:21]=2)=[O:10])[CH2:7][C@@H:6]2[C@H:4]1[CH2:5]2.[CH3:24][N:25]1[C:33]2[C:28](=[CH:29][CH:30]=[CH:31][CH:32]=2)[CH:27]=[C:26]1[C:34](O)=[O:35], predict the reaction product. The product is: [CH3:23][C:13]1[S:14][C:15]([C:16]2[CH:17]=[C:18]([CH3:22])[CH:19]=[CH:20][CH:21]=2)=[C:11]([C:9]([N:8]2[CH2:7][C@@H:6]3[C@@H:4]([CH2:5]3)[C@H:3]2[CH2:2][NH:1][C:34]([C:26]2[N:25]([CH3:24])[C:33]3[C:28]([CH:27]=2)=[CH:29][CH:30]=[CH:31][CH:32]=3)=[O:35])=[O:10])[N:12]=1. (9) Given the reactants [Br:1][C:2]1[CH:7]=[CH:6][C:5]([C@@H:8]([N:10]([CH2:18][CH2:19][C:20]([NH:31][S@@](C(C)(C)C)=O)([C:25]2[CH:30]=[CH:29][CH:28]=[CH:27][CH:26]=2)[CH2:21][C:22]([CH3:24])=[CH2:23])C(=O)OC(C)(C)C)[CH3:9])=[CH:4][CH:3]=1.C([O-])([O-])=O.[Na+].[Na+], predict the reaction product. The product is: [Br:1][C:2]1[CH:3]=[CH:4][C:5]([C@@H:8]([NH:10][CH2:18][CH2:19][C:20]([C:25]2[CH:26]=[CH:27][CH:28]=[CH:29][CH:30]=2)([NH2:31])[CH2:21][C:22]([CH3:24])=[CH2:23])[CH3:9])=[CH:6][CH:7]=1.